Dataset: Forward reaction prediction with 1.9M reactions from USPTO patents (1976-2016). Task: Predict the product of the given reaction. (1) The product is: [O:2]=[CH:3][CH2:4][N:5]([C:14]1[CH:19]=[CH:18][CH:17]=[CH:16][C:15]=1[O:20][C:21]([F:22])([F:23])[F:24])[C:6]([CH:8]1[CH2:9][CH2:10][CH2:11][CH2:12][CH2:13]1)=[O:7]. Given the reactants C[O:2][CH:3](OC)[CH2:4][N:5]([C:14]1[CH:19]=[CH:18][CH:17]=[CH:16][C:15]=1[O:20][C:21]([F:24])([F:23])[F:22])[C:6]([CH:8]1[CH2:13][CH2:12][CH2:11][CH2:10][CH2:9]1)=[O:7].C1(C=CC(O)=CC=1)O.C([O-])(O)=O.[Na+], predict the reaction product. (2) Given the reactants [CH2:1]([O:8][C:9]1[CH:14]=[CH:13][C:12]([C:15]2[CH:20]=[CH:19][C:18]([CH2:21][C:22]([OH:24])=O)=[CH:17][CH:16]=2)=[CH:11][C:10]=1[N:25]1[CH2:29][C:28](=[O:30])[NH:27][S:26]1(=[O:32])=[O:31])[C:2]1[CH:7]=[CH:6][CH:5]=[CH:4][CH:3]=1.CCN=C=NCCCN(C)C.C1C=CC2N(O)N=NC=2C=1.[CH2:54]([CH2:56][NH2:57])[OH:55], predict the reaction product. The product is: [CH2:1]([O:8][C:9]1[CH:14]=[CH:13][C:12]([C:15]2[CH:16]=[CH:17][C:18]([CH2:21][C:22]([NH:57][CH2:56][CH2:54][OH:55])=[O:24])=[CH:19][CH:20]=2)=[CH:11][C:10]=1[N:25]1[CH2:29][C:28](=[O:30])[NH:27][S:26]1(=[O:31])=[O:32])[C:2]1[CH:3]=[CH:4][CH:5]=[CH:6][CH:7]=1. (3) Given the reactants [ClH:1].C(OC([NH:9][C:10]1[CH:11]=[CH:12][C:13]([P:26]([O:31][CH2:32][CH3:33])([O:28][CH2:29][CH3:30])=[O:27])=[C:14]([CH:25]=1)[CH2:15][N:16](C)[C:17](=O)OC(C)(C)C)=O)(C)(C)C, predict the reaction product. The product is: [ClH:1].[CH2:32]([O:31][P:26]([C:13]1[CH:12]=[CH:11][C:10]([NH2:9])=[CH:25][C:14]=1[CH2:15][NH:16][CH3:17])(=[O:27])[O:28][CH2:29][CH3:30])[CH3:33]. (4) Given the reactants [CH3:1][C:2]1[CH:7]=[CH:6][C:5]([O:8][CH3:9])=[C:4]([N+:10]([O-:12])=[O:11])[CH:3]=1.[Br:13]N1C(=O)CCC1=O.C(OOC(=O)C1C=CC=CC=1)(=O)C1C=CC=CC=1.O, predict the reaction product. The product is: [N+:10]([C:4]1[CH:3]=[C:2]([CH:7]=[CH:6][C:5]=1[O:8][CH3:9])[CH2:1][Br:13])([O-:12])=[O:11]. (5) Given the reactants Cl[C:2]1[N:3]2[C:8]([CH:9]=[CH:10][CH:11]=1)=[C:7]([C:12]1[C:17]([Cl:18])=[CH:16][CH:15]=[CH:14][C:13]=1[Cl:19])[C:6](=[O:20])[CH:5]=[CH:4]2.[Cl:21][C:22]1[CH:27]=[CH:26][CH:25]=[CH:24][C:23]=1B(O)O.C1(P(C2C=CC=CC=2)C2C=CC=CC=2)C=CC=CC=1.C(=O)([O-])[O-].[Na+].[Na+], predict the reaction product. The product is: [Cl:21][C:22]1[CH:27]=[CH:26][CH:25]=[CH:24][C:23]=1[C:2]1[N:3]2[C:8]([CH:9]=[CH:10][CH:11]=1)=[C:7]([C:12]1[C:17]([Cl:18])=[CH:16][CH:15]=[CH:14][C:13]=1[Cl:19])[C:6](=[O:20])[CH:5]=[CH:4]2. (6) Given the reactants O.[NH2:2][NH2:3].Cl[C:5]1[N:6]=[N:7][C:8]([C:13]2[CH:18]=[CH:17][CH:16]=[CH:15][CH:14]=2)=[CH:9][C:10]=1[C:11]#[N:12], predict the reaction product. The product is: [C:13]1([C:8]2[CH:9]=[C:10]3[C:11]([NH2:12])=[N:7][NH:6][C:5]3=[N:2][N:3]=2)[CH:18]=[CH:17][CH:16]=[CH:15][CH:14]=1. (7) Given the reactants [CH2:1]([O:8][C:9]1[CH:10]=[C:11]([CH:14]=[CH:15][C:16]=1[O:17][CH3:18])[CH:12]=O)[C:2]1[CH:7]=[CH:6][CH:5]=[CH:4][CH:3]=1.C([O-])(=O)C.[NH4+].[N+:24]([CH2:27][CH2:28][CH3:29])([O-:26])=[O:25], predict the reaction product. The product is: [CH2:1]([O:8][C:9]1[CH:10]=[C:11]([CH:12]=[C:27]([N+:24]([O-:26])=[O:25])[CH2:28][CH3:29])[CH:14]=[CH:15][C:16]=1[O:17][CH3:18])[C:2]1[CH:7]=[CH:6][CH:5]=[CH:4][CH:3]=1. (8) Given the reactants [Cl:1][C:2]1[CH:3]=[C:4]2[C:9](=[CH:10][CH:11]=1)[N:8]=[C:7]([CH3:12])[CH:6]=[CH:5]2.[CH3:13][O:14][S:15]([O:18]C)(=[O:17])=[O:16], predict the reaction product. The product is: [CH3:13][O:14][S:15]([O-:18])(=[O:17])=[O:16].[CH3:13][N+:8]1[C:9]2[C:4](=[CH:3][C:2]([Cl:1])=[CH:11][CH:10]=2)[CH:5]=[CH:6][C:7]=1[CH3:12]. (9) The product is: [Br:1][C:2]1[CH:7]=[CH:6][C:5]([CH2:8][C:9]([N:15]([CH3:16])[CH3:14])=[O:11])=[CH:4][CH:3]=1. Given the reactants [Br:1][C:2]1[CH:7]=[CH:6][C:5]([CH2:8][C:9]([OH:11])=O)=[CH:4][CH:3]=1.C1[CH2:16][N:15]([P+](ON2N=NC3C=CC=CC2=3)(N2CCCC2)N2CCCC2)[CH2:14]C1.F[P-](F)(F)(F)(F)F.CNC, predict the reaction product.